Dataset: Forward reaction prediction with 1.9M reactions from USPTO patents (1976-2016). Task: Predict the product of the given reaction. (1) Given the reactants [CH3:1][C@@H:2]([NH:13][CH2:14][CH2:15][CH2:16][C:17]1[CH:18]=[CH:19][CH:20]=[C:21]([C:23]([F:26])([F:25])[F:24])[CH:22]=1)[C:3]1[CH:4]=[CH:5][CH:6]=[C:7]2[CH:12]=[CH:11][CH:10]=[CH:9][C:8]=12.ClC1C=CC=C(C(OO)=[O:35])C=1.C(=O)(O)[O-].[Na+], predict the reaction product. The product is: [CH3:1][C@H:2]([C:3]1[C:8]2[C:7](=[CH:12][CH:11]=[CH:10][CH:9]=2)[CH:6]=[CH:5][CH:4]=1)[NH+:13]([O-:35])[CH2:14][CH2:15][CH2:16][C:17]1[CH:18]=[CH:19][CH:20]=[C:21]([C:23]([F:24])([F:25])[F:26])[CH:22]=1. (2) Given the reactants [C:1]([O:5][C:6](=[O:22])[NH:7][CH2:8][CH2:9][CH2:10][C@@H]1CCC2C(=CC=C(Br)C=2)C1)([CH3:4])([CH3:3])[CH3:2].[C:32](P([C:32]([CH3:35])([CH3:34])[CH3:33])[C:32]([CH3:35])([CH3:34])[CH3:33])([CH3:35])([CH3:34])[CH3:33].O, predict the reaction product. The product is: [C:1]([O:5][C:6](=[O:22])[N:7]([C@H:1]1[CH2:3][CH2:33][C:32]2[C:34](=[CH:10][CH:9]=[C:8]([NH2:7])[CH:35]=2)[CH2:2]1)[CH2:8][CH2:9][CH3:10])([CH3:2])([CH3:3])[CH3:4]. (3) Given the reactants Cl[C:2]1[CH:11]=[C:10]([Cl:12])[C:9]2[C:4](=[C:5]([Cl:22])[C:6]([O:13][CH2:14][CH2:15][N:16]3[CH2:21][CH2:20][O:19][CH2:18][CH2:17]3)=[CH:7][CH:8]=2)[N:3]=1.[CH:23]([C:26]1[CH:30]=[CH:29][NH:28][N:27]=1)([CH3:25])[CH3:24].[H-].[Na+], predict the reaction product. The product is: [Cl:12][C:10]1[C:9]2[C:4](=[C:5]([Cl:22])[C:6]([O:13][CH2:14][CH2:15][N:16]3[CH2:21][CH2:20][O:19][CH2:18][CH2:17]3)=[CH:7][CH:8]=2)[N:3]=[C:2]([N:28]2[CH:29]=[CH:30][C:26]([CH:23]([CH3:25])[CH3:24])=[N:27]2)[CH:11]=1. (4) Given the reactants [N:1]1[C:10]2[C:5](=[CH:6][C:7]([C:11]([OH:13])=O)=[CH:8][CH:9]=2)[CH:4]=[CH:3][CH:2]=1.[NH2:14][C:15]1[CH:16]=[C:17]([NH:22][C:23](=[O:32])[CH2:24][CH2:25][CH:26]2[CH2:31][CH2:30][CH2:29][CH2:28][CH2:27]2)[CH:18]=[CH:19][C:20]=1[CH3:21], predict the reaction product. The product is: [CH:26]1([CH2:25][CH2:24][C:23]([NH:22][C:17]2[CH:18]=[CH:19][C:20]([CH3:21])=[C:15]([NH:14][C:11]([C:7]3[CH:6]=[C:5]4[C:10](=[CH:9][CH:8]=3)[N:1]=[CH:2][CH:3]=[CH:4]4)=[O:13])[CH:16]=2)=[O:32])[CH2:31][CH2:30][CH2:29][CH2:28][CH2:27]1. (5) The product is: [CH2:9]([CH:6]1[C:7](=[O:8])[C:2]([Br:1])=[CH:3][N:4]=[CH:5]1)[C:10]1[CH:11]=[CH:12][CH:13]=[CH:14][CH:15]=1. Given the reactants [Br:1][CH:2]1[C:7](=[O:8])[C:6]([CH:9](O)[C:10]2[CH:15]=[CH:14][CH:13]=[CH:12][CH:11]=2)=[CH:5][N:4]=[CH:3]1.C(O)(C(F)(F)F)=O.[SiH](CC)(CC)CC, predict the reaction product. (6) Given the reactants [CH2:1]([O:13][C:14]1[CH:19]=[CH:18][C:17]([N+:20]([O-])=O)=[CH:16][C:15]=1[C:23]1[CH:28]=[C:27]([N+:29]([O-])=O)[CH:26]=[CH:25][C:24]=1[O:32][CH2:33][CH2:34][CH2:35][CH2:36][CH2:37][CH2:38][CH2:39][CH2:40][CH2:41][CH2:42][CH2:43][CH3:44])[CH2:2][CH2:3][CH2:4][CH2:5][CH2:6][CH2:7][CH2:8][CH2:9][CH2:10][CH2:11][CH3:12].O.NN, predict the reaction product. The product is: [CH2:33]([O:32][C:24]1[CH:25]=[CH:26][C:27]([NH2:29])=[CH:28][C:23]=1[C:15]1[CH:16]=[C:17]([NH2:20])[CH:18]=[CH:19][C:14]=1[O:13][CH2:1][CH2:2][CH2:3][CH2:4][CH2:5][CH2:6][CH2:7][CH2:8][CH2:9][CH2:10][CH2:11][CH3:12])[CH2:34][CH2:35][CH2:36][CH2:37][CH2:38][CH2:39][CH2:40][CH2:41][CH2:42][CH2:43][CH3:44].